From a dataset of Full USPTO retrosynthesis dataset with 1.9M reactions from patents (1976-2016). Predict the reactants needed to synthesize the given product. (1) Given the product [CH:1]1([CH2:4][S:5][C:6]2[NH:11][C:10](=[O:12])[C:9]([OH:13])=[CH:8][N:7]=2)[CH2:2][CH2:3]1, predict the reactants needed to synthesize it. The reactants are: [CH:1]1([CH2:4][S:5][C:6]2[NH:11][C:10](=[O:12])[C:9]([O:13]C3CCCCO3)=[CH:8][N:7]=2)[CH2:3][CH2:2]1.Cl.CCOCC.C(O)C. (2) Given the product [ClH:3].[Cl:3][CH:13]([C:10]1[C:11](=[O:12])[C:6]([OH:5])=[C:7]([CH3:20])[N:8]([CH3:19])[CH:9]=1)[C:14]([F:17])([F:16])[F:15], predict the reactants needed to synthesize it. The reactants are: S(Cl)([Cl:3])=O.[OH:5][C:6]1[C:11](=[O:12])[C:10]([CH:13](O)[C:14]([F:17])([F:16])[F:15])=[CH:9][N:8]([CH3:19])[C:7]=1[CH3:20].C(#N)C.CO. (3) Given the product [CH:21]1([C:19]2[O:20][C:15]([C:14]([C:11]3[CH:12]=[CH:13][C:8]([S:5](/[CH:4]=[CH:3]/[C:1]#[N:2])(=[O:6])=[O:7])=[CH:9][CH:10]=3)([CH3:28])[CH3:27])=[N:17][N:18]=2)[CH2:22][CH2:23][CH2:24][CH2:25][CH2:26]1, predict the reactants needed to synthesize it. The reactants are: [C:1](/[CH:3]=[CH:4]/[S:5]([C:8]1[CH:13]=[CH:12][C:11]([C:14]([CH3:28])([CH3:27])[C:15]([NH:17][NH:18][C:19]([CH:21]2[CH2:26][CH2:25][CH2:24][CH2:23][CH2:22]2)=[O:20])=O)=[CH:10][CH:9]=1)(=[O:7])=[O:6])#[N:2].P(Cl)(Cl)(Cl)=O. (4) Given the product [CH2:23]([C:20]1[CH:19]=[CH:18][C:17]([CH2:15][C:14]2[C:9](=[O:8])[NH:10][C:11]([CH3:26])=[CH:12][C:13]=2[CH3:25])=[CH:22][CH:21]=1)[CH3:24], predict the reactants needed to synthesize it. The reactants are: C([O:8][C:9]1[C:14]([CH:15]([C:17]2[CH:22]=[CH:21][C:20]([CH2:23][CH3:24])=[CH:19][CH:18]=2)O)=[C:13]([CH3:25])[CH:12]=[C:11]([CH3:26])[N:10]=1)C1C=CC=CC=1.